This data is from Catalyst prediction with 721,799 reactions and 888 catalyst types from USPTO. The task is: Predict which catalyst facilitates the given reaction. (1) Reactant: [O:1]1[C:5]2[CH:6]=[CH:7][C:8]([CH2:10][N:11]3[CH2:16][CH2:15][N:14]([C:17]([NH:19][C:20]4[CH:25]=[C:24]([C:26]5[S:27][CH:28]=[CH:29][CH:30]=5)[CH:23]=[CH:22][C:21]=4[NH:31]C(=O)OC(C)(C)C)=[O:18])[CH2:13][CH2:12]3)=[CH:9][C:4]=2[O:3][CH2:2]1.C(Cl)Cl.FC(F)(F)C(O)=O.[OH-].[K+]. Product: [NH2:31][C:21]1[CH:22]=[CH:23][C:24]([C:26]2[S:27][CH:28]=[CH:29][CH:30]=2)=[CH:25][C:20]=1[NH:19][C:17]([N:14]1[CH2:15][CH2:16][N:11]([CH2:10][C:8]2[CH:7]=[CH:6][C:5]3[O:1][CH2:2][O:3][C:4]=3[CH:9]=2)[CH2:12][CH2:13]1)=[O:18]. The catalyst class is: 448. (2) Reactant: [Cl:1][C:2]1[CH:7]=[CH:6][C:5]([C@H:8]2[N:15]3[C:11]([S:12][C:13]([C:19]([N:21]4[C@H:41]([CH3:42])[CH2:40][CH2:39][C@H:22]4[C:23]([N:25]4[CH2:29][C@@H:28]([F:30])[C@H:27]([NH:31]C(=O)OC(C)(C)C)[CH2:26]4)=[O:24])=[O:20])=[C:14]3[CH:16]([CH3:18])[CH3:17])=[N:10][C@:9]2([C:44]2[CH:49]=[CH:48][C:47]([Cl:50])=[CH:46][CH:45]=2)[CH3:43])=[CH:4][CH:3]=1.Cl.O1CCOCC1. Product: [Cl:1][C:2]1[CH:3]=[CH:4][C:5]([C@H:8]2[N:15]3[C:11]([S:12][C:13]([C:19]([N:21]4[C@H:41]([CH3:42])[CH2:40][CH2:39][C@H:22]4[C:23]([N:25]4[CH2:29][C@@H:28]([F:30])[C@H:27]([NH2:31])[CH2:26]4)=[O:24])=[O:20])=[C:14]3[CH:16]([CH3:18])[CH3:17])=[N:10][C@:9]2([C:44]2[CH:45]=[CH:46][C:47]([Cl:50])=[CH:48][CH:49]=2)[CH3:43])=[CH:6][CH:7]=1. The catalyst class is: 5. (3) Reactant: [CH3:1][C:2]1[N:25]([CH3:26])[C:5]2[CH:6]=[C:7]([C:22]([OH:24])=O)[C:8]3[CH2:9][CH2:10][C:11]4([NH:20][C:21]=3[C:4]=2[N:3]=1)[CH2:19][C:18]1[C:13](=[CH:14][CH:15]=[CH:16][CH:17]=1)[CH2:12]4.CN(C(ON1N=NC2C=CC=CC1=2)=[N+](C)C)C.[B-](F)(F)(F)F.[OH:49][CH2:50][CH2:51][NH2:52]. Product: [OH:49][CH2:50][CH2:51][NH:52][C:22]([C:7]1[C:8]2[CH2:9][CH2:10][C:11]3([NH:20][C:21]=2[C:4]2[N:3]=[C:2]([CH3:1])[N:25]([CH3:26])[C:5]=2[CH:6]=1)[CH2:12][C:13]1[C:18](=[CH:17][CH:16]=[CH:15][CH:14]=1)[CH2:19]3)=[O:24]. The catalyst class is: 9. (4) Reactant: C[O:2][C:3]([C:5]1[C:6]([CH:25]([CH3:27])[CH3:26])=[N:7][C:8]2[C:13]([C:14]=1[C:15]1[CH:20]=[CH:19][CH:18]=[C:17]([CH:21]([CH3:23])[CH3:22])[CH:16]=1)=[CH:12][C:11]([Cl:24])=[CH:10][CH:9]=2)=[O:4].[I-].[Li+]. Product: [Cl:24][C:11]1[CH:12]=[C:13]2[C:8](=[CH:9][CH:10]=1)[N:7]=[C:6]([CH:25]([CH3:26])[CH3:27])[C:5]([C:3]([OH:4])=[O:2])=[C:14]2[C:15]1[CH:20]=[CH:19][CH:18]=[C:17]([CH:21]([CH3:23])[CH3:22])[CH:16]=1. The catalyst class is: 17. (5) Reactant: [Br:1][C:2]1[CH:3]=[C:4]([CH:9]=[CH:10][C:11]=1[OH:12])[C:5]([O:7][CH3:8])=[O:6].N1C=CC=CC=1.[C:19](Cl)(=[O:21])[CH3:20].O. Product: [C:19]([O:12][C:11]1[CH:10]=[CH:9][C:4]([C:5]([O:7][CH3:8])=[O:6])=[CH:3][C:2]=1[Br:1])(=[O:21])[CH3:20]. The catalyst class is: 2. (6) Reactant: [CH2:1]([O:3][C:4](=[O:18])[CH2:5][NH:6][CH:7]([CH3:17])[C:8]([C:10]1[CH:15]=[CH:14][C:13]([Cl:16])=[CH:12][CH:11]=1)=O)[CH3:2].[CH:19]1([N:22]=[C:23]=[O:24])[CH2:21][CH2:20]1. Product: [Cl:16][C:13]1[CH:14]=[CH:15][C:10]([C:8]2[N:22]([CH:19]3[CH2:21][CH2:20]3)[C:23](=[O:24])[N:6]([CH2:5][C:4]([O:3][CH2:1][CH3:2])=[O:18])[C:7]=2[CH3:17])=[CH:11][CH:12]=1. The catalyst class is: 7. (7) Reactant: Cl.Cl[CH2:3][CH2:4][N:5]1[CH2:10][CH2:9][O:8][CH2:7][CH2:6]1.[O:11]1[C:15]2[CH:16]=[CH:17][CH:18]=[CH:19][C:14]=2[N:13]=[C:12]1[C:20]1[C:21]([NH2:31])=[N:22][CH:23]=[C:24]([C:26]2[CH:27]=[N:28][NH:29][CH:30]=2)[CH:25]=1.C(=O)([O-])[O-].[K+].[K+]. Product: [O:11]1[C:15]2[CH:16]=[CH:17][CH:18]=[CH:19][C:14]=2[N:13]=[C:12]1[C:20]1[C:21]([NH2:31])=[N:22][CH:23]=[C:24]([C:26]2[CH:30]=[N:29][N:28]([CH2:3][CH2:4][N:5]3[CH2:10][CH2:9][O:8][CH2:7][CH2:6]3)[CH:27]=2)[CH:25]=1. The catalyst class is: 44. (8) Reactant: C1(P(C2C=CC=CC=2)C2C=CC=CC=2)C=CC=CC=1.[N:20]([CH2:23][C:24]1[CH:25]=[C:26]2[C:31](=[CH:32][CH:33]=1)[CH2:30][N:29]([C:34]([O:36][C:37]([CH3:40])([CH3:39])[CH3:38])=[O:35])[CH2:28][CH2:27]2)=[N+]=[N-].O.[OH-].[Na+]. Product: [NH2:20][CH2:23][C:24]1[CH:25]=[C:26]2[C:31](=[CH:32][CH:33]=1)[CH2:30][N:29]([C:34]([O:36][C:37]([CH3:40])([CH3:39])[CH3:38])=[O:35])[CH2:28][CH2:27]2. The catalyst class is: 7.